Task: Predict the reactants needed to synthesize the given product.. Dataset: Full USPTO retrosynthesis dataset with 1.9M reactions from patents (1976-2016) (1) Given the product [CH3:26][O:27][C:28]1[CH:29]=[C:30]([N:34]2[CH2:39][CH2:38][N:37]([C:10]3[N:9]([C:5]4[CH:6]=[CH:7][CH:8]=[C:3]([C:2]([F:24])([F:1])[F:25])[CH:4]=4)[CH:18]([CH2:19][C:20]([O:22][CH3:23])=[O:21])[C:17]4[CH:16]=[CH:15][N:14]=[CH:13][C:12]=4[N:11]=3)[CH2:36][CH2:35]2)[CH:31]=[CH:32][CH:33]=1, predict the reactants needed to synthesize it. The reactants are: [F:1][C:2]([F:25])([F:24])[C:3]1[CH:4]=[C:5]([N:9]=[C:10]=[N:11][C:12]2[CH:13]=[N:14][CH:15]=[CH:16][C:17]=2/[CH:18]=[CH:19]/[C:20]([O:22][CH3:23])=[O:21])[CH:6]=[CH:7][CH:8]=1.[CH3:26][O:27][C:28]1[CH:29]=[C:30]([N:34]2[CH2:39][CH2:38][NH:37][CH2:36][CH2:35]2)[CH:31]=[CH:32][CH:33]=1. (2) Given the product [CH3:20][C:18]1[CH:19]=[C:14]([CH:12]([N:9]2[C:10](=[O:11])[C:6]3[CH:5]=[CH:4][N:3]=[C:2]([NH:40][C:38]([C:35]4[CH:36]=[CH:37][NH:33][N:34]=4)=[O:39])[C:7]=3[CH2:8]2)[CH3:13])[CH:15]=[N:16][C:17]=1[O:21][CH2:22][C:23]([F:26])([F:25])[F:24], predict the reactants needed to synthesize it. The reactants are: Cl[C:2]1[C:7]2[CH2:8][N:9]([CH:12]([C:14]3[CH:15]=[N:16][C:17]([O:21][CH2:22][C:23]([F:26])([F:25])[F:24])=[C:18]([CH3:20])[CH:19]=3)[CH3:13])[C:10](=[O:11])[C:6]=2[CH:5]=[CH:4][N:3]=1.C[Si](C)(C)CCOC[N:33]1[CH:37]=[CH:36][C:35]([C:38]([NH2:40])=[O:39])=[N:34]1. (3) Given the product [CH3:1][O:2][C:3]1[CH:8]=[CH:7][N:6]=[C:5]2[C:9](=[O:21])[N:10]([CH2:12][C:13]3[CH:18]=[CH:17][C:16]([O:19][CH3:20])=[CH:15][CH:14]=3)[C:11]3([CH2:32][CH2:31][CH2:30][CH2:29][CH2:28]3)[C:4]=12, predict the reactants needed to synthesize it. The reactants are: [CH3:1][O:2][C:3]1[CH:8]=[CH:7][N:6]=[C:5]2[C:9](=[O:21])[N:10]([CH2:12][C:13]3[CH:18]=[CH:17][C:16]([O:19][CH3:20])=[CH:15][CH:14]=3)[CH2:11][C:4]=12.[H-].[Na+].FC(F)CN1[CH2:32][CH2:31][C:30]2(N3C(=O)C(NC4N=CN=C(NC(C5CC5)=O)C=4OC)=CC(C)=C3C(=O)N2)[CH2:29][CH2:28]1. (4) Given the product [CH3:70][O:69][C:67](=[O:68])[C@@H:63]([NH:62][C:24](=[O:26])[C:23]1[CH:27]=[CH:28][C:20]([CH:17]2[CH2:18][CH2:19][N:14]([C:11]3[CH:12]=[CH:13][C:8]([CH2:7][N:1]4[CH2:2][CH2:3][O:4][CH2:5][CH2:6]4)=[CH:9][CH:10]=3)[CH2:15][CH2:16]2)=[CH:21][CH:22]=1)[C@H:64]([OH:65])[CH3:66], predict the reactants needed to synthesize it. The reactants are: [N:1]1([CH2:7][C:8]2[CH:13]=[CH:12][C:11]([N:14]3[CH2:19][CH2:18][CH:17]([C:20]4[CH:28]=[CH:27][C:23]([C:24]([OH:26])=O)=[CH:22][CH:21]=4)[CH2:16][CH2:15]3)=[CH:10][CH:9]=2)[CH2:6][CH2:5][O:4][CH2:3][CH2:2]1.CN(C(ON1N=NC2C=CC=NC1=2)=[N+](C)C)C.F[P-](F)(F)(F)(F)F.CCN(C(C)C)C(C)C.[NH2:62][C@H:63]([C:67]([O:69][CH3:70])=[O:68])[C@@H:64]([CH3:66])[OH:65].Cl.